This data is from Full USPTO retrosynthesis dataset with 1.9M reactions from patents (1976-2016). The task is: Predict the reactants needed to synthesize the given product. (1) Given the product [CH3:15][C:11]1[C:10]2[N:9]([C:20](=[O:19])[C:21]([C:22]([O:24][CH2:25][CH3:26])=[O:23])=[CH:27][CH:16]=2)[CH:14]=[CH:13][CH:12]=1, predict the reactants needed to synthesize it. The reactants are: C([N-]C(C)C)(C)C.[Li+].[N:9]1[CH:14]=[CH:13][CH:12]=[C:11]([CH3:15])[C:10]=1[CH3:16].C([O:19][CH:20]=[C:21]([C:27](OCC)=O)[C:22]([O:24][CH2:25][CH3:26])=[O:23])C.[Cl-].[NH4+]. (2) Given the product [Br:1][C:2]1[N:10]([CH2:14][C:15]2[CH:22]=[CH:21][CH:20]=[CH:19][C:16]=2[CH3:17])[C:9]2[C:8](=[O:11])[NH:7][C:6](=[O:12])[N:5]([CH3:13])[C:4]=2[N:3]=1, predict the reactants needed to synthesize it. The reactants are: [Br:1][C:2]1[NH:10][C:9]2[C:8](=[O:11])[NH:7][C:6](=[O:12])[N:5]([CH3:13])[C:4]=2[N:3]=1.[CH3:14][C:15]1[CH:22]=[CH:21][CH:20]=[CH:19][C:16]=1[CH2:17]Br. (3) Given the product [Cl:37][C:31]1[C:32]([Cl:36])=[CH:33][CH:34]=[CH:35][C:30]=1[N:27]1[CH2:26][CH2:25][N:24]([CH2:23][C:22]2[CH:21]=[C:20]([CH:40]=[CH:39][CH:38]=2)[O:1][C:2]2[CH:11]=[C:10]3[C:5]([CH2:6][CH2:7][C:8](=[O:12])[NH:9]3)=[CH:4][CH:3]=2)[CH2:29][CH2:28]1, predict the reactants needed to synthesize it. The reactants are: [OH:1][C:2]1[CH:11]=[C:10]2[C:5]([CH2:6][CH2:7][C:8](=[O:12])[NH:9]2)=[CH:4][CH:3]=1.C([O-])([O-])=O.[Cs+].[Cs+].Br[C:20]1[CH:21]=[C:22]([CH:38]=[CH:39][CH:40]=1)[CH2:23][N:24]1[CH2:29][CH2:28][N:27]([C:30]2[CH:35]=[CH:34][CH:33]=[C:32]([Cl:36])[C:31]=2[Cl:37])[CH2:26][CH2:25]1.CC(C(CC(C(C)(C)C)=O)=O)(C)C. (4) Given the product [CH3:29][O:28][C:21]1[CH:22]=[C:23]([O:26][CH3:27])[CH:24]=[CH:25][C:20]=1[CH2:19][C:18]([NH:17][C:14]1[CH:15]=[CH:16][C:11]([C:9]2[O:8][C:7]([CH3:31])=[C:6]([C:4]([OH:5])=[O:3])[CH:10]=2)=[CH:12][CH:13]=1)=[O:30], predict the reactants needed to synthesize it. The reactants are: C([O:3][C:4]([C:6]1[CH:10]=[C:9]([C:11]2[CH:16]=[CH:15][C:14]([NH:17][C:18](=[O:30])[CH2:19][C:20]3[CH:25]=[CH:24][C:23]([O:26][CH3:27])=[CH:22][C:21]=3[O:28][CH3:29])=[CH:13][CH:12]=2)[O:8][C:7]=1[CH3:31])=[O:5])C.[Li+].[OH-].Cl.